This data is from Full USPTO retrosynthesis dataset with 1.9M reactions from patents (1976-2016). The task is: Predict the reactants needed to synthesize the given product. Given the product [Cl:1][C:2]1[C:11]([Cl:12])=[CH:10][CH:9]=[C:8]2[C:3]=1[CH:4]=[C:5]([NH:13][C:14]1[O:34][C@:26]3([CH2:25][N:24]=1)[CH:31]1[CH2:32][CH2:33][N:28]([CH2:29][CH2:30]1)[CH2:27]3)[N:6]=[CH:7]2, predict the reactants needed to synthesize it. The reactants are: [Cl:1][C:2]1[C:11]([Cl:12])=[CH:10][CH:9]=[C:8]2[C:3]=1[CH:4]=[C:5]([N:13]=[C:14]=S)[N:6]=[CH:7]2.C(=O)([O-])[O-].[Cs+].[Cs+].Cl.Cl.[NH2:24][CH2:25][C@@:26]1([OH:34])[CH:31]2[CH2:32][CH2:33][N:28]([CH2:29][CH2:30]2)[CH2:27]1.C(N=C=NC(C)C)(C)C.